This data is from Forward reaction prediction with 1.9M reactions from USPTO patents (1976-2016). The task is: Predict the product of the given reaction. (1) Given the reactants Cl.[CH:2]([NH:5][C:6](=[NH:8])[CH3:7])([CH3:4])[CH3:3].Cl[CH:10]([CH:14](OCC)OCC)[C:11](=[O:13])[CH3:12].C(=O)([O-])[O-].[K+].[K+], predict the reaction product. The product is: [CH:2]([N:5]1[C:10]([C:11](=[O:13])[CH3:12])=[CH:14][N:8]=[C:6]1[CH3:7])([CH3:4])[CH3:3]. (2) Given the reactants [OH:1][C:2]1[CH:7]=[CH:6][CH:5]=[CH:4][C:3]=1[C:8](/[C:10](=[CH:18]\[C:19]1[CH:28]=[CH:27][C:26]2[C:21](=[CH:22][CH:23]=[CH:24][CH:25]=2)[CH:20]=1)/C(OC(C)(C)C)=O)=[O:9].C1(C)C=CC(S(O)(=O)=O)=CC=1, predict the reaction product. The product is: [CH:20]1[C:21]2[C:26](=[CH:25][CH:24]=[CH:23][CH:22]=2)[CH:27]=[CH:28][C:19]=1[C@H:18]1[CH2:10][C:8](=[O:9])[C:3]2[C:2](=[CH:7][CH:6]=[CH:5][CH:4]=2)[O:1]1. (3) Given the reactants [OH-].[Na+].[C:3]([N:6]1[CH2:11][CH2:10][CH:9]([O:12][C:13]2[CH:37]=[CH:36][C:16]([C:17]([NH:19][C:20]3[CH:29]=[C:28]([C:30]4[CH:35]=[CH:34][CH:33]=[CH:32][CH:31]=4)[CH:27]=[CH:26][C:21]=3[C:22]([O:24]C)=[O:23])=[O:18])=[C:15]([OH:38])[CH:14]=2)[CH2:8][CH2:7]1)(=[O:5])[CH3:4], predict the reaction product. The product is: [C:3]([N:6]1[CH2:7][CH2:8][CH:9]([O:12][C:13]2[CH:37]=[CH:36][C:16]([C:17]([NH:19][C:20]3[CH:29]=[C:28]([C:30]4[CH:35]=[CH:34][CH:33]=[CH:32][CH:31]=4)[CH:27]=[CH:26][C:21]=3[C:22]([OH:24])=[O:23])=[O:18])=[C:15]([OH:38])[CH:14]=2)[CH2:10][CH2:11]1)(=[O:5])[CH3:4]. (4) Given the reactants [CH3:1][O:2][C:3]1[CH:32]=[C:31]([O:33][CH3:34])[CH:30]=[CH:29][C:4]=1[CH2:5][N:6]1[C:10]([C:11]2[C:19]3[C:14](=[N:15][CH:16]=[CH:17][CH:18]=3)[N:13]([CH2:20][C:21]3[CH:26]=[CH:25][CH:24]=[CH:23][C:22]=3[F:27])[N:12]=2)=[N:9][NH:8][C:7]1=[O:28].Br[CH2:36][CH2:37][F:38], predict the reaction product. The product is: [CH3:1][O:2][C:3]1[CH:32]=[C:31]([O:33][CH3:34])[CH:30]=[CH:29][C:4]=1[CH2:5][N:6]1[C:10]([C:11]2[C:19]3[C:14](=[N:15][CH:16]=[CH:17][CH:18]=3)[N:13]([CH2:20][C:21]3[CH:26]=[CH:25][CH:24]=[CH:23][C:22]=3[F:27])[N:12]=2)=[N:9][N:8]([CH2:36][CH2:37][F:38])[C:7]1=[O:28]. (5) Given the reactants [OH-].[Na+].C[O:4][C:5]([C:7]1[N:15]=[C:14]2[C:10]([NH:11][CH:12]([O:23][CH3:24])[N:13]2[CH2:16][C:17]2[CH:22]=[CH:21][CH:20]=[CH:19][CH:18]=2)=[C:9]([NH2:25])[N:8]=1)=[O:6].Cl, predict the reaction product. The product is: [NH2:25][C:9]1[N:8]=[C:7]([C:5]([OH:6])=[O:4])[N:15]=[C:14]2[C:10]=1[NH:11][CH:12]([O:23][CH3:24])[N:13]2[CH2:16][C:17]1[CH:18]=[CH:19][CH:20]=[CH:21][CH:22]=1. (6) Given the reactants [CH3:1][O:2][C:3]1[CH:4]=[C:5]([NH:13][C:14]2[CH:19]=[N:18][CH:17]=[C:16](Cl)[N:15]=2)[CH:6]=[C:7]([O:11][CH3:12])[C:8]=1[O:9][CH3:10].[CH:21]([C:23]1[CH:28]=[CH:27][C:26](B(O)O)=[CH:25][CH:24]=1)=[O:22], predict the reaction product. The product is: [CH3:1][O:2][C:3]1[CH:4]=[C:5]([NH:13][C:14]2[CH:19]=[N:18][CH:17]=[C:16]([C:26]3[CH:27]=[CH:28][C:23]([CH:21]=[O:22])=[CH:24][CH:25]=3)[N:15]=2)[CH:6]=[C:7]([O:11][CH3:12])[C:8]=1[O:9][CH3:10]. (7) Given the reactants [CH3:1][C:2](=[O:7])[CH2:3][C:4](=[O:6])[CH3:5].C(P(CCCCCCCC)CCCCCCCC)CCCCCCC.[C:33]([O:37][CH2:38][CH3:39])(=[O:36])[CH:34]=[CH2:35].C(O)(=O)C, predict the reaction product. The product is: [CH2:38]([O:37][C:33](=[O:36])[CH2:34][CH2:35][CH:3]([C:2](=[O:7])[CH3:1])[C:4](=[O:6])[CH3:5])[CH3:39].